This data is from Peptide-MHC class I binding affinity with 185,985 pairs from IEDB/IMGT. The task is: Regression. Given a peptide amino acid sequence and an MHC pseudo amino acid sequence, predict their binding affinity value. This is MHC class I binding data. (1) The peptide sequence is ARADGILRF. The MHC is HLA-A30:01 with pseudo-sequence HLA-A30:01. The binding affinity (normalized) is 0.0847. (2) The peptide sequence is ATDALMTGY. The MHC is HLA-B44:03 with pseudo-sequence HLA-B44:03. The binding affinity (normalized) is 0. (3) The peptide sequence is PHPVVVRTL. The MHC is HLA-A31:01 with pseudo-sequence HLA-A31:01. The binding affinity (normalized) is 0.0847. (4) The binding affinity (normalized) is 0.622. The peptide sequence is RLYYDSMSY. The MHC is HLA-A03:01 with pseudo-sequence HLA-A03:01.